Dataset: Catalyst prediction with 721,799 reactions and 888 catalyst types from USPTO. Task: Predict which catalyst facilitates the given reaction. (1) Reactant: N1CCC([O:7][C:8](=[O:22])[NH:9][C:10]2[CH:15]=[CH:14][CH:13]=[CH:12][C:11]=2[C:16]2[CH:21]=[CH:20][CH:19]=[CH:18][CH:17]=2)CC1.ClC1C=C(C=O)C(OC)=CC=1NC(=O)C=C.C(O)(=O)C. Product: [C:11]1([C:16]2[CH:21]=[CH:20][CH:19]=[CH:18][CH:17]=2)[CH:12]=[CH:13][CH:14]=[CH:15][C:10]=1[NH:9][C:8](=[O:7])[OH:22]. The catalyst class is: 504. (2) Reactant: [N:1]1[CH:2]=[CH:3][N:4]2[C:12]3[C:7](=[N:8][CH:9]=[CH:10][CH:11]=3)[N:6]([C:13]3[CH:18]=[CH:17][C:16]([OH:19])=[CH:15][CH:14]=3)[C:5]=12.[H-].[Na+].[CH3:22][O:23][CH2:24][CH2:25][N:26]1[C:30]2=[N:31][CH:32]=[CH:33][CH:34]=[C:29]2[N:28]=[C:27]1S(C)(=O)=O.O. Product: [CH3:22][O:23][CH2:24][CH2:25][N:26]1[C:30]2=[N:31][CH:32]=[CH:33][CH:34]=[C:29]2[N:28]=[C:27]1[O:19][C:16]1[CH:17]=[CH:18][C:13]([N:6]2[C:7]3=[N:8][CH:9]=[CH:10][CH:11]=[C:12]3[N:4]3[CH:3]=[CH:2][N:1]=[C:5]23)=[CH:14][CH:15]=1. The catalyst class is: 3.